This data is from Drug-target binding data from BindingDB using Ki measurements. The task is: Regression. Given a target protein amino acid sequence and a drug SMILES string, predict the binding affinity score between them. We predict pKi (pKi = -log10(Ki in M); higher means stronger inhibition). Dataset: bindingdb_ki. The compound is CCCn1c(=O)c2[nH]c(-c3ccc(C=CC(=O)O)cc3)nc2n(CCC)c1=O. The target protein (O02667) has sequence MPDNSTTLFLAIRASYIVFEIVIGVCAVVGNVLVIWVIKLNPSLKTTTFYFIFSLALADIAVGFLVMPLAIVISLGITIGFYSCLVMSCLLLVFTHASIMSLLAIAVDRYLRVKLTVRYRRVTTQRRIWLALGLCWVVSLLVGFTPMFGWNMKPTLESARNYSDFQCKFDSVIPMEYMVFFSFFTWILIPLLLMCALYVYIFYIIRNKLVQSFSSFKETGAFYRREFKTAKSLFLVLALFAGCWLPLSIINCVTYFKCKVPDVVLLVGILLSHANSMMNPIVYACKIQKFKETYLLIFKARVTCQPSDSLDPSSEQNSE. The pKi is 6.1.